Dataset: Forward reaction prediction with 1.9M reactions from USPTO patents (1976-2016). Task: Predict the product of the given reaction. (1) The product is: [ClH:35].[CH2:1]([C:3]1[CH:8]=[CH:7][C:6]2[NH:9][C:36](=[O:38])[N:10]([CH:11]3[CH2:16][CH2:15][N:14]([C@H:17]4[CH2:22][CH2:21][C@H:20]([O:23][CH2:24][CH3:25])[CH2:19][CH2:18]4)[CH2:13][CH2:12]3)[C:5]=2[CH:4]=1)[CH3:2]. Given the reactants [CH2:1]([C:3]1[CH:4]=[C:5]([NH:10][CH:11]2[CH2:16][CH2:15][N:14]([C@H:17]3[CH2:22][CH2:21][C@H:20]([O:23][CH2:24][CH3:25])[CH2:19][CH2:18]3)[CH2:13][CH2:12]2)[C:6]([NH2:9])=[CH:7][CH:8]=1)[CH3:2].C(N(C(C)C)CC)(C)C.[Cl:35][C:36](Cl)([O:38]C(=O)OC(Cl)(Cl)Cl)Cl.Cl.CCOCC, predict the reaction product. (2) Given the reactants [C:1]([C:3]1[CH:11]=[CH:10][C:6]([C:7]([OH:9])=[O:8])=[C:5]([CH3:12])[C:4]=1[O:13][CH3:14])#[N:2].[OH-:15].[Na+].OO, predict the reaction product. The product is: [NH2:2][C:1]([C:3]1[CH:11]=[CH:10][C:6]([C:7]([OH:9])=[O:8])=[C:5]([CH3:12])[C:4]=1[O:13][CH3:14])=[O:15]. (3) Given the reactants [C:1]([C:5]1[O:9][N:8]=[C:7]([NH:10][C:11]([NH:13][C:14]2[CH:19]=[CH:18][CH:17]=[C:16]([C:20]#[CH:21])[CH:15]=2)=[O:12])[CH:6]=1)([CH3:4])([CH3:3])[CH3:2].I[C:23]1[CH:24]=[N:25][NH:26][CH:27]=1, predict the reaction product. The product is: [C:1]([C:5]1[O:9][N:8]=[C:7]([NH:10][C:11]([NH:13][C:14]2[CH:19]=[CH:18][CH:17]=[C:16]([C:20]#[C:21][C:23]3[CH:24]=[N:25][NH:26][CH:27]=3)[CH:15]=2)=[O:12])[CH:6]=1)([CH3:4])([CH3:3])[CH3:2]. (4) Given the reactants [CH3:1][N:2](C)[CH:3]=[O:4].[Br:6][C:7]1[CH:8]=[C:9]([CH:13]=[C:14]([N+:16]([O-:18])=[O:17])[CH:15]=1)C(O)=O.C(Cl)(=O)C(Cl)=O.CN, predict the reaction product. The product is: [Br:6][C:7]1[CH:8]=[C:9]([CH:13]=[C:14]([N+:16]([O-:18])=[O:17])[CH:15]=1)[C:3]([NH:2][CH3:1])=[O:4]. (5) Given the reactants [CH3:1][S:2]([NH:5][CH2:6][C:7]([C:9]1[CH:14]=[CH:13][CH:12]=[CH:11][CH:10]=1)=O)(=[O:4])=[O:3].FC(F)(F)C(O)=O.[F:22][C:23]1[CH:32]=[CH:31][CH:30]=[CH:29][C:24]=1[C:25]([NH:27][NH2:28])=[S:26], predict the reaction product. The product is: [F:22][C:23]1[CH:32]=[CH:31][CH:30]=[CH:29][C:24]=1[C:25]1[S:26][C:7]([CH2:6][NH:5][S:2]([CH3:1])(=[O:4])=[O:3])([C:9]2[CH:14]=[CH:13][CH:12]=[CH:11][CH:10]=2)[NH:28][N:27]=1. (6) Given the reactants [ClH:1].CN.[CH3:4][O:5][C:6](=[O:17])[CH2:7][C:8](=[O:16])[N:9]1[CH2:14][CH2:13][C:12](=O)[CH2:11][CH2:10]1.[C:18]([BH3-])#[N:19].[Na+].C(=O)([O-])[O-].[Na+].[Na+], predict the reaction product. The product is: [ClH:1].[CH3:4][O:5][C:6](=[O:17])[CH2:7][C:8]([N:9]1[CH2:14][CH2:13][CH:12]([NH:19][CH3:18])[CH2:11][CH2:10]1)=[O:16]. (7) Given the reactants [N+:1]([C:4]1[CH:12]=[CH:11][CH:10]=[C:9]2[C:5]=1[CH:6]=[N:7][NH:8]2)([O-:3])=[O:2].[OH-].[K+].Br[CH2:16][C:17]1[CH:22]=[CH:21][CH:20]=[CH:19][CH:18]=1, predict the reaction product. The product is: [CH2:16]([N:8]1[C:9]2[C:5](=[C:4]([N+:1]([O-:3])=[O:2])[CH:12]=[CH:11][CH:10]=2)[CH:6]=[N:7]1)[C:17]1[CH:22]=[CH:21][CH:20]=[CH:19][CH:18]=1. (8) Given the reactants [Cl:1][C:2]1[C:11]2[C:6](=[CH:7][C:8]([Cl:12])=[CH:9][CH:10]=2)[N:5]([CH2:13][CH:14]=O)[C:4](=[O:16])[CH:3]=1.[O:17]1[C:22]2[CH:23]=[CH:24][C:25]([CH2:27][N:28]([CH:36]3[CH2:41][CH2:40][NH:39][CH2:38][CH2:37]3)[C:29](=[O:35])[O:30][C:31]([CH3:34])([CH3:33])[CH3:32])=[CH:26][C:21]=2[O:20][CH2:19][CH2:18]1.C(O[BH-](OC(=O)C)OC(=O)C)(=O)C.[Na+].C(=O)([O-])O.[Na+], predict the reaction product. The product is: [O:17]1[C:22]2[CH:23]=[CH:24][C:25]([CH2:27][N:28]([CH:36]3[CH2:41][CH2:40][N:39]([CH2:14][CH2:13][N:5]4[C:6]5[C:11](=[CH:10][CH:9]=[C:8]([Cl:12])[CH:7]=5)[C:2]([Cl:1])=[CH:3][C:4]4=[O:16])[CH2:38][CH2:37]3)[C:29](=[O:35])[O:30][C:31]([CH3:34])([CH3:32])[CH3:33])=[CH:26][C:21]=2[O:20][CH2:19][CH2:18]1. (9) Given the reactants IC.[Br:3][C:4]1[CH:10]=[CH:9]C(N)=[C:6]([Cl:11])[CH:5]=1.C([O-])([O-])=O.[K+].[K+].[CH3:18][N:19]([CH:21]=O)[CH3:20], predict the reaction product. The product is: [Br:3][C:4]1[CH:10]=[CH:9][C:21]([N:19]([CH3:20])[CH3:18])=[C:6]([Cl:11])[CH:5]=1. (10) Given the reactants [C:6]([OH:8])(=[O:7])[CH2:5][CH2:4][CH2:4][CH2:5][C:6]([OH:8])=[O:7].OC[C:13](C)([CH2:15][OH:16])C.C(OCCO)(=O)C=C.COC1C=CC(O)=CC=1.C(C1C=C(C)C=C(C(C)(C)C)C=1O)(C)(C)C.[O:51]=[C:52]=[N:53]C1CC(C)(C)CC(C)(CN=C=O)C1.[N-]=C=O, predict the reaction product. The product is: [C:6]([OH:8])(=[O:7])[CH:5]=[CH2:4].[NH2:53][C:52]([O:16][CH2:15][CH3:13])=[O:51].